Dataset: Full USPTO retrosynthesis dataset with 1.9M reactions from patents (1976-2016). Task: Predict the reactants needed to synthesize the given product. (1) Given the product [CH2:15]([N:17]1[C:29]2[CH:28]=[CH:27][C:26]([CH2:30][NH:31][C:11](=[O:13])[CH:10]([CH3:14])[CH2:9][NH:8][C:6](=[O:7])[O:5][C:1]([CH3:2])([CH3:3])[CH3:4])=[CH:25][C:24]=2[C:23]2[C:18]1=[CH:19][CH:20]=[CH:21][CH:22]=2)[CH3:16], predict the reactants needed to synthesize it. The reactants are: [C:1]([O:5][C:6]([NH:8][CH2:9][CH:10]([CH3:14])[C:11]([OH:13])=O)=[O:7])([CH3:4])([CH3:3])[CH3:2].[CH2:15]([N:17]1[C:29]2[CH:28]=[CH:27][C:26]([CH2:30][NH2:31])=[CH:25][C:24]=2[C:23]2[C:18]1=[CH:19][CH:20]=[CH:21][CH:22]=2)[CH3:16]. (2) The reactants are: [CH3:1][NH:2][C:3]([C:5]1[N:6]([CH3:32])[C:7]([CH2:20][NH:21][S:22]([C:25]2[C:26](C)=[CH:27][CH:28]=[CH:29][CH:30]=2)(=[O:24])=[O:23])=[CH:8][C:9](=[O:19])[C:10]=1[O:11]CC1C=CC=CC=1)=[O:4].[C:33]1(S(C(N)C2N(C)C(C(O)=O)=C(O)C(=O)C=2)(=O)=O)C=CC=CC=1. Given the product [CH3:1][NH:2][C:3]([C:5]1[N:6]([CH3:32])[C:7]([CH2:20][NH:21][S:22]([C:25]2[CH:30]=[C:29]([CH3:33])[CH:28]=[CH:27][CH:26]=2)(=[O:23])=[O:24])=[CH:8][C:9](=[O:19])[C:10]=1[OH:11])=[O:4], predict the reactants needed to synthesize it. (3) Given the product [Br:26][C:27]1[CH:32]=[CH:31][C:30]([N:33]2[C:37]([CH3:38])=[C:36]([C:39]([N:60]3[CH2:61][CH2:62][CH:57]([N:52]4[CH2:56][CH2:55][CH2:54][CH2:53]4)[CH2:58][CH2:59]3)=[O:40])[C:35]([C:42]3[CH:43]=[N:44][CH:45]=[N:46][CH:47]=3)=[N:34]2)=[CH:29][C:28]=1[C:48]([F:50])([F:49])[F:51].[CH3:1][C:2]1[N:6]([C:7]2[CH:12]=[CH:11][CH:10]=[C:9]([C:13]([F:14])([F:16])[F:15])[CH:8]=2)[N:5]=[C:4]([C:17]2[CH:18]=[N:19][CH:20]=[N:21][CH:22]=2)[C:3]=1[C:23]([N:60]1[CH2:61][CH2:62][CH:57]([N:52]2[CH2:56][CH2:55][CH2:54][CH2:53]2)[CH2:58][CH2:59]1)=[O:25], predict the reactants needed to synthesize it. The reactants are: [CH3:1][C:2]1[N:6]([C:7]2[CH:12]=[CH:11][CH:10]=[C:9]([C:13]([F:16])([F:15])[F:14])[CH:8]=2)[N:5]=[C:4]([C:17]2[CH:18]=[N:19][CH:20]=[N:21][CH:22]=2)[C:3]=1[C:23]([OH:25])=O.[Br:26][C:27]1[CH:32]=[CH:31][C:30]([N:33]2[C:37]([CH3:38])=[C:36]([C:39](O)=[O:40])[C:35]([C:42]3[CH:43]=[N:44][CH:45]=[N:46][CH:47]=3)=[N:34]2)=[CH:29][C:28]=1[C:48]([F:51])([F:50])[F:49].[N:52]1([CH:57]2[CH2:62][CH2:61][NH:60][CH2:59][CH2:58]2)[CH2:56][CH2:55][CH2:54][CH2:53]1. (4) Given the product [NH2:1][C:2]1[N:7]([C:8]2[C:9]([F:16])=[CH:10][C:11]([O:15][CH2:46][CH2:45][C@H:36]([NH:35][C:33]([O:32][C:28]([CH3:29])([CH3:31])[CH3:30])=[O:34])[C:37]([O:39][CH:40]3[CH2:41][CH2:42][CH2:43][CH2:44]3)=[O:38])=[CH:12][C:13]=2[F:14])[C:6](=[O:17])[CH:5]=[CH:4][C:3]=1[C:18](=[O:27])[C:19]1[CH:24]=[CH:23][C:22]([F:25])=[CH:21][C:20]=1[F:26], predict the reactants needed to synthesize it. The reactants are: [NH2:1][C:2]1[N:7]([C:8]2[C:13]([F:14])=[CH:12][C:11]([OH:15])=[CH:10][C:9]=2[F:16])[C:6](=[O:17])[CH:5]=[CH:4][C:3]=1[C:18](=[O:27])[C:19]1[CH:24]=[CH:23][C:22]([F:25])=[CH:21][C:20]=1[F:26].[C:28]([O:32][C:33]([NH:35][C@@H:36]([CH2:45][CH2:46]O)[C:37]([O:39][CH:40]1[CH2:44][CH2:43][CH2:42][CH2:41]1)=[O:38])=[O:34])([CH3:31])([CH3:30])[CH3:29].C1C=CC(P(C2C=CC=CC=2)C2C=CC=CC=2)=CC=1.N(C(OC(C)C)=O)=NC(OC(C)C)=O. (5) Given the product [O:17]1[CH2:21][CH2:20][CH:19]([CH2:22][NH:23][C:10]([C:7]2[CH:6]=[C:5]([CH2:4][C:3]3[CH:13]=[CH:14][CH:15]=[CH:16][C:2]=3[Cl:1])[O:9][N:8]=2)=[O:12])[CH2:18]1, predict the reactants needed to synthesize it. The reactants are: [Cl:1][C:2]1[CH:16]=[CH:15][CH:14]=[CH:13][C:3]=1[CH2:4][C:5]1[O:9][N:8]=[C:7]([C:10]([OH:12])=O)[CH:6]=1.[O:17]1[CH2:21][CH2:20][CH:19]([CH2:22][NH2:23])[CH2:18]1.ON1C2C=CC=CC=2N=N1.Cl.C(N=C=NCCCN(C)C)C. (6) Given the product [OH:2][CH2:1][C:3]1[C:4]([C:27]([O:29][CH2:30][CH3:31])=[O:28])=[N:5][N:6]([C:8]([C:9]2[CH:10]=[CH:11][CH:12]=[CH:13][CH:14]=2)([C:21]2[CH:26]=[CH:25][CH:24]=[CH:23][CH:22]=2)[C:15]2[CH:16]=[CH:17][CH:18]=[CH:19][CH:20]=2)[CH:7]=1, predict the reactants needed to synthesize it. The reactants are: [CH:1]([C:3]1[C:4]([C:27]([O:29][CH2:30][CH3:31])=[O:28])=[N:5][N:6]([C:8]([C:21]2[CH:26]=[CH:25][CH:24]=[CH:23][CH:22]=2)([C:15]2[CH:20]=[CH:19][CH:18]=[CH:17][CH:16]=2)[C:9]2[CH:14]=[CH:13][CH:12]=[CH:11][CH:10]=2)[CH:7]=1)=[O:2].[BH4-].[Na+].C1COCC1.C(O)(=O)CC(CC(O)=O)(C(O)=O)O. (7) Given the product [CH3:1][C:2]1[O:6][C:5]([C:7]2[CH:12]=[CH:11][CH:10]=[CH:9][CH:8]=2)=[N:4][C:3]=1[CH2:13][O:14][C:15]1[CH:19]=[C:18]([CH2:20][O:21][C:22]2[CH:23]=[C:24]([CH2:28][C:29]([OH:31])=[O:30])[CH:25]=[CH:26][CH:27]=2)[O:17][N:16]=1, predict the reactants needed to synthesize it. The reactants are: [CH3:1][C:2]1[O:6][C:5]([C:7]2[CH:12]=[CH:11][CH:10]=[CH:9][CH:8]=2)=[N:4][C:3]=1[CH2:13][O:14][C:15]1[CH:19]=[C:18]([CH2:20][O:21][C:22]2[CH:23]=[C:24]([CH2:28][C:29]([O:31]C)=[O:30])[CH:25]=[CH:26][CH:27]=2)[O:17][N:16]=1.[OH-].[Na+].O.Cl.